From a dataset of Forward reaction prediction with 1.9M reactions from USPTO patents (1976-2016). Predict the product of the given reaction. (1) Given the reactants [CH2:1]([O:3][C:4]1[CH:9]=[CH:8][CH:7]=[C:6]([N+:10]([O-])=O)[C:5]=1[CH3:13])[CH3:2], predict the reaction product. The product is: [CH2:1]([O:3][C:4]1[C:5]([CH3:13])=[C:6]([CH:7]=[CH:8][CH:9]=1)[NH2:10])[CH3:2]. (2) Given the reactants [ClH:1].O1CCOCC1.[CH3:8][C:9]1[CH:14]=[CH:13][N:12]=[CH:11][C:10]=1[N:15]1[CH2:19][CH2:18][N:17]([C:20]2[CH:36]=[CH:35][C:23]3[N:24](COCC[Si](C)(C)C)[N:25]=[N:26][C:22]=3[CH:21]=2)[C:16]1=[O:37].CO, predict the reaction product. The product is: [ClH:1].[NH:24]1[C:23]2[CH:35]=[CH:36][C:20]([N:17]3[CH2:18][CH2:19][N:15]([C:10]4[CH:11]=[N:12][CH:13]=[CH:14][C:9]=4[CH3:8])[C:16]3=[O:37])=[CH:21][C:22]=2[N:26]=[N:25]1. (3) Given the reactants Cl.[NH2:2][C@@H:3]1[CH2:7][O:6][CH2:5][C@H:4]1[OH:8].S=[C:10]1[CH2:14][S:13][C:12](=[O:15])[NH:11]1.C(N(C(C)C)C(C)C)C, predict the reaction product. The product is: [OH:8][C@@H:4]1[CH2:5][O:6][CH2:7][C@H:3]1[NH:2][C:10]1[CH2:14][S:13][C:12](=[O:15])[N:11]=1. (4) Given the reactants [C:1]([N:4]1[C:13]2[C:8](=[CH:9][C:10]([C:14]#[N:15])=[CH:11][CH:12]=2)[C@H:7]([NH2:16])[C@@H:6]([CH3:17])[C@@H:5]1[CH:18]1[CH2:20][CH2:19]1)(=[O:3])[CH3:2].CC(C)([O-])C.[Na+].Br[C:28]1[CH:33]=[CH:32][CH:31]=[C:30]([CH2:34][O:35][Si:36]([C:39]([CH3:42])([CH3:41])[CH3:40])([CH3:38])[CH3:37])[N:29]=1, predict the reaction product. The product is: [C:1]([N:4]1[C:13]2[C:8](=[CH:9][C:10]([C:14]#[N:15])=[CH:11][CH:12]=2)[C@H:7]([NH:16][C:28]2[CH:33]=[CH:32][CH:31]=[C:30]([CH2:34][O:35][Si:36]([C:39]([CH3:42])([CH3:41])[CH3:40])([CH3:37])[CH3:38])[N:29]=2)[C@@H:6]([CH3:17])[C@@H:5]1[CH:18]1[CH2:20][CH2:19]1)(=[O:3])[CH3:2].